The task is: Predict the product of the given reaction.. This data is from Forward reaction prediction with 1.9M reactions from USPTO patents (1976-2016). (1) Given the reactants [F-].[Cs+].FC(F)(F)S(O[C:9]([C:11]1[CH:16]=[CH:15][CH:14]=[CH:13][C:12]=1[F:17])=[CH2:10])(=O)=O.[F:20][C:21]1[CH:22]=[C:23]([CH2:40][N:41]2[CH2:44][CH:43]([C:45]([O:47][CH3:48])=[O:46])[CH2:42]2)[CH:24]=[CH:25][C:26]=1[C:27]1[S:28][C:29]2[C:34]([N:35]=1)=[CH:33][CH:32]=[C:31]([Sn](C)(C)C)[N:30]=2, predict the reaction product. The product is: [F:20][C:21]1[CH:22]=[C:23]([CH2:40][N:41]2[CH2:42][CH:43]([C:45]([O:47][CH3:48])=[O:46])[CH2:44]2)[CH:24]=[CH:25][C:26]=1[C:27]1[S:28][C:29]2[C:34]([N:35]=1)=[CH:33][CH:32]=[C:31]([C:9]([C:11]1[CH:16]=[CH:15][CH:14]=[CH:13][C:12]=1[F:17])=[CH2:10])[N:30]=2. (2) Given the reactants Br[C:2]1[N:3]=[CH:4][C:5]([C:8]2[CH:14]=[C:13]([C:15]([F:18])([F:17])[F:16])[CH:12]=[CH:11][C:9]=2[NH2:10])=[N:6][CH:7]=1.[CH3:19][N:20](C)C=O, predict the reaction product. The product is: [NH2:10][C:9]1[CH:11]=[CH:12][C:13]([C:15]([F:18])([F:17])[F:16])=[CH:14][C:8]=1[C:5]1[N:6]=[CH:7][C:2]([C:19]#[N:20])=[N:3][CH:4]=1. (3) Given the reactants Cl.Cl.[NH:3]1[CH2:8][CH2:7][CH:6]([N:9]2[C:17]3[C:12](=[N:13][CH:14]=[CH:15][CH:16]=3)[NH:11][C:10]2=[O:18])[CH2:5][CH2:4]1.Cl[C:20]1[N:25]=[CH:24][N:23]=[C:22]([NH:26][C:27]2[CH:37]=[C:36]([CH3:38])[C:30]3[N:31]([CH3:35])[C:32](=[O:34])[O:33][C:29]=3[CH:28]=2)[CH:21]=1.CCN(C(C)C)C(C)C, predict the reaction product. The product is: [CH3:35][N:31]1[C:30]2[C:36]([CH3:38])=[CH:37][C:27]([NH:26][C:22]3[N:23]=[CH:24][N:25]=[C:20]([N:3]4[CH2:4][CH2:5][CH:6]([N:9]5[C:17]6[C:12](=[N:13][CH:14]=[CH:15][CH:16]=6)[NH:11][C:10]5=[O:18])[CH2:7][CH2:8]4)[CH:21]=3)=[CH:28][C:29]=2[O:33][C:32]1=[O:34]. (4) Given the reactants [NH2:1][C:2]1[C:3]([OH:13])=[C:4]([CH:7]=[CH:8][C:9]=1[N+:10]([O-:12])=[O:11])[C:5]#[N:6].[C:14]([O-])([O-])=O.[K+].[K+].IC, predict the reaction product. The product is: [NH2:1][C:2]1[C:3]([O:13][CH3:14])=[C:4]([CH:7]=[CH:8][C:9]=1[N+:10]([O-:12])=[O:11])[C:5]#[N:6]. (5) The product is: [I-:1].[CH:3]1([CH2:2][P+:14]([C:15]2[CH:16]=[CH:17][CH:18]=[CH:19][CH:20]=2)([C:21]2[CH:26]=[CH:25][CH:24]=[CH:23][CH:22]=2)[C:8]2[CH:9]=[CH:10][CH:11]=[CH:12][CH:13]=2)[CH2:7][CH2:6][CH2:5][CH2:4]1. Given the reactants [I:1][CH2:2][CH:3]1[CH2:7][CH2:6][CH2:5][CH2:4]1.[C:8]1([P:14]([C:21]2[CH:26]=[CH:25][CH:24]=[CH:23][CH:22]=2)[C:15]2[CH:20]=[CH:19][CH:18]=[CH:17][CH:16]=2)[CH:13]=[CH:12][CH:11]=[CH:10][CH:9]=1, predict the reaction product. (6) Given the reactants [CH:1]1([N:7]([CH:18]2[CH2:23][CH2:22][CH2:21][CH2:20][CH2:19]2)[C:8]([NH:10][C:11]2[S:12][C:13]([CH:16]=O)=[CH:14][N:15]=2)=[O:9])[CH2:6][CH2:5][CH2:4][CH2:3][CH2:2]1.Cl.[NH:25]1[CH2:29][CH2:28][C:27](=[O:30])[NH:26]1.C(O[BH-](OC(=O)C)OC(=O)C)(=O)C.[Na+], predict the reaction product. The product is: [CH:18]1([N:7]([CH:1]2[CH2:6][CH2:5][CH2:4][CH2:3][CH2:2]2)[C:8]([NH:10][C:11]2[S:12][C:13]([CH2:16][N:25]3[CH2:29][CH2:28][C:27](=[O:30])[NH:26]3)=[CH:14][N:15]=2)=[O:9])[CH2:19][CH2:20][CH2:21][CH2:22][CH2:23]1. (7) Given the reactants [C:1]([O:4][C@@H:5]1[C@H:9]([CH2:10][CH2:11][CH2:12][CH2:13][CH2:14][CH2:15][C:16]([O:18][CH3:19])=[O:17])[C@@H:8]([CH2:20][CH2:21][C:22](=[O:30])[C:23]([F:29])([F:28])[CH2:24][CH2:25][CH2:26][CH3:27])[C@H:7]([O:31][CH:32]2[CH2:37][CH2:36][CH2:35][CH2:34][O:33]2)[CH2:6]1)(=[O:3])[CH3:2].[BH4-].[Na+].C(O)(=O)C, predict the reaction product. The product is: [C:1]([O:4][C@@H:5]1[C@H:9]([CH2:10][CH2:11][CH2:12][CH2:13][CH2:14][CH2:15][C:16]([O:18][CH3:19])=[O:17])[C@@H:8]([CH2:20][CH2:21][CH:22]([OH:30])[C:23]([F:28])([F:29])[CH2:24][CH2:25][CH2:26][CH3:27])[C@H:7]([O:31][CH:32]2[CH2:37][CH2:36][CH2:35][CH2:34][O:33]2)[CH2:6]1)(=[O:3])[CH3:2].